From a dataset of NCI-60 drug combinations with 297,098 pairs across 59 cell lines. Regression. Given two drug SMILES strings and cell line genomic features, predict the synergy score measuring deviation from expected non-interaction effect. (1) Drug 1: CC1C(C(CC(O1)OC2CC(CC3=C2C(=C4C(=C3O)C(=O)C5=C(C4=O)C(=CC=C5)OC)O)(C(=O)C)O)N)O.Cl. Drug 2: C1=NC2=C(N=C(N=C2N1C3C(C(C(O3)CO)O)F)Cl)N. Cell line: MDA-MB-435. Synergy scores: CSS=11.0, Synergy_ZIP=-8.34, Synergy_Bliss=-3.41, Synergy_Loewe=-8.77, Synergy_HSA=-4.28. (2) Drug 1: C1CCN(CC1)CCOC2=CC=C(C=C2)C(=O)C3=C(SC4=C3C=CC(=C4)O)C5=CC=C(C=C5)O. Drug 2: C1=CC=C(C(=C1)C(C2=CC=C(C=C2)Cl)C(Cl)Cl)Cl. Cell line: NCI/ADR-RES. Synergy scores: CSS=4.81, Synergy_ZIP=-2.71, Synergy_Bliss=-1.63, Synergy_Loewe=-2.18, Synergy_HSA=-2.69.